Dataset: Rat liver microsome stability data. Task: Regression/Classification. Given a drug SMILES string, predict its absorption, distribution, metabolism, or excretion properties. Task type varies by dataset: regression for continuous measurements (e.g., permeability, clearance, half-life) or binary classification for categorical outcomes (e.g., BBB penetration, CYP inhibition). Dataset: rlm. (1) The molecule is Cc1ccc(C2(CNC(=O)[C@@H](Cc3ccc(C#N)cc3)NC(=O)Nc3ccc(F)cc3)CC2)cc1F. The result is 0 (unstable in rat liver microsomes). (2) The compound is O=C(Nc1cccc(C(F)(F)F)c1)C1=CCN(Cc2ccc(F)cc2)CC1. The result is 1 (stable in rat liver microsomes). (3) The molecule is Cn1nnc2ccc(-c3ccccc3Cl)c(CN)c21. The result is 1 (stable in rat liver microsomes). (4) The drug is Cc1ccc(S(=O)(=O)Nc2ccc(Cl)cc2C(=O)Nc2nc(-c3ccccc3)cs2)cc1. The result is 1 (stable in rat liver microsomes). (5) The molecule is CCC(=O)NC(c1cccs1)c1cc([N+](=O)[O-])c2cccnc2c1O. The result is 0 (unstable in rat liver microsomes). (6) The compound is CC(C)n1nc(C(=O)N[C@H]2C[C@H]3CC[C@@H](C2)N3C[C@H](O)CN2CCN(S(C)(=O)=O)CC2)c2ccccc21. The result is 0 (unstable in rat liver microsomes). (7) The molecule is NC(=O)c1cccc([C@H]2C[C@H]3CC[C@@H](C2)N3CCN(CC2CCCCC2)C(=O)CO)c1. The result is 0 (unstable in rat liver microsomes).